From a dataset of Forward reaction prediction with 1.9M reactions from USPTO patents (1976-2016). Predict the product of the given reaction. (1) Given the reactants Br[C:2]1[CH:3]=[C:4]([S:9]([NH:12][C:13]2[CH:22]=[CH:21][C:16]([C:17]([O:19][CH3:20])=[O:18])=[C:15]([OH:23])[CH:14]=2)(=[O:11])=[O:10])[CH:5]=[N:6][C:7]=1[Cl:8].[F:24][C:25]1[CH:30]=[CH:29][C:28](B(O)O)=[CH:27][C:26]=1[CH3:34], predict the reaction product. The product is: [Cl:8][C:7]1[N:6]=[CH:5][C:4]([S:9]([NH:12][C:13]2[CH:22]=[CH:21][C:16]([C:17]([O:19][CH3:20])=[O:18])=[C:15]([OH:23])[CH:14]=2)(=[O:11])=[O:10])=[CH:3][C:2]=1[C:28]1[CH:29]=[CH:30][C:25]([F:24])=[C:26]([CH3:34])[CH:27]=1. (2) Given the reactants [C:1]([O:5][C:6](=[O:37])[NH:7][C@@H:8]([CH2:28][CH2:29][C:30]1[CH:35]=[CH:34][CH:33]=[CH:32][C:31]=1[NH2:36])[CH2:9][O:10][Si:11]([C:24]([CH3:27])([CH3:26])[CH3:25])([C:18]1[CH:23]=[CH:22][CH:21]=[CH:20][CH:19]=1)[C:12]1[CH:17]=[CH:16][CH:15]=[CH:14][CH:13]=1)([CH3:4])([CH3:3])[CH3:2].[CH3:38][O:39][C:40]([NH:42][C@H:43]([C:57](O)=[O:58])[CH:44]([C:51]1[CH:56]=[CH:55][CH:54]=[CH:53][CH:52]=1)[C:45]1[CH:50]=[CH:49][CH:48]=[CH:47][CH:46]=1)=[O:41].CN(C(ON1N=NC2C=CC=NC1=2)=[N+](C)C)C.F[P-](F)(F)(F)(F)F, predict the reaction product. The product is: [CH3:38][O:39][C:40](=[O:41])[NH:42][C@@H:43]([CH:44]([C:45]1[CH:46]=[CH:47][CH:48]=[CH:49][CH:50]=1)[C:51]1[CH:52]=[CH:53][CH:54]=[CH:55][CH:56]=1)[C:57]([NH:36][C:31]1[CH:32]=[CH:33][CH:34]=[CH:35][C:30]=1[CH2:29][CH2:28][C@H:8]([NH:7][C:6]([O:5][C:1]([CH3:2])([CH3:3])[CH3:4])=[O:37])[CH2:9][O:10][Si:11]([C:24]([CH3:27])([CH3:26])[CH3:25])([C:12]1[CH:17]=[CH:16][CH:15]=[CH:14][CH:13]=1)[C:18]1[CH:19]=[CH:20][CH:21]=[CH:22][CH:23]=1)=[O:58]. (3) The product is: [CH3:1][O:2][C:3]([C:5]1[NH:6][N:7]=[C:8]([O:10][CH2:23][C:13]2[C:14]([C:17]3[CH:22]=[CH:21][CH:20]=[CH:19][CH:18]=3)=[N:15][O:16][C:12]=2[CH3:11])[CH:9]=1)=[O:4]. Given the reactants [CH3:1][O:2][C:3]([C:5]1[NH:6][N:7]=[C:8]([OH:10])[CH:9]=1)=[O:4].[CH3:11][C:12]1[O:16][N:15]=[C:14]([C:17]2[CH:22]=[CH:21][CH:20]=[CH:19][CH:18]=2)[C:13]=1[CH2:23]O.C1(P(C2C=CC=CC=2)C2C=CC=CC=2)C=CC=CC=1.N(C(OCC)=O)=NC(OCC)=O, predict the reaction product. (4) Given the reactants [NH2:1][C:2]1[S:3][C:4]([CH3:9])=[CH:5][C:6]=1[C:7]#[N:8].Cl[C:11]1[CH:16]=[CH:15][C:14]([Cl:17])=[CH:13][C:12]=1[N+:18]([O-:20])=[O:19].CS(C)=O.O[Li].O, predict the reaction product. The product is: [Cl:17][C:14]1[CH:15]=[CH:16][C:11]([NH:1][C:2]2[S:3][C:4]([CH3:9])=[CH:5][C:6]=2[C:7]#[N:8])=[C:12]([N+:18]([O-:20])=[O:19])[CH:13]=1. (5) Given the reactants [CH3:1][C:2]([S:7]([C:10]1[CH:15]=[CH:14][CH:13]=[C:12]([C:16]([F:19])([F:18])[F:17])[CH:11]=1)(=[O:9])=[O:8])([CH3:6])[CH2:3][CH2:4][OH:5].[CH3:20][S:21](Cl)(=[O:23])=[O:22], predict the reaction product. The product is: [CH3:20][S:21]([O:5][CH2:4][CH2:3][C:2]([CH3:1])([S:7]([C:10]1[CH:15]=[CH:14][CH:13]=[C:12]([C:16]([F:18])([F:19])[F:17])[CH:11]=1)(=[O:9])=[O:8])[CH3:6])(=[O:23])=[O:22]. (6) The product is: [CH4:1].[CH3:11][C:1]1[CH:6]=[CH:5][C:4]([S:7]([OH:10])(=[O:9])=[O:8])=[CH:3][CH:2]=1. Given the reactants [C:1]1([CH3:11])[CH:6]=[CH:5][C:4]([S:7]([OH:10])(=[O:9])=[O:8])=[CH:3][CH:2]=1, predict the reaction product. (7) Given the reactants [Cl:1][C:2]1[C:3]([NH:24][C:25]2[CH:30]=[CH:29][CH:28]=[C:27]([Cl:31])[CH:26]=2)=[C:4]([C:9]([N:11]2[CH2:16][CH2:15][CH:14]([C:17]3[CH:22]=[CH:21][C:20]([F:23])=[CH:19][CH:18]=3)[CH2:13][CH2:12]2)=[O:10])[CH:5]=[N:6][C:7]=1Cl.[SH2:32].[Na], predict the reaction product. The product is: [Cl:1][C:2]1[C:3]([NH:24][C:25]2[CH:30]=[CH:29][CH:28]=[C:27]([Cl:31])[CH:26]=2)=[C:4]([C:9]([N:11]2[CH2:16][CH2:15][CH:14]([C:17]3[CH:22]=[CH:21][C:20]([F:23])=[CH:19][CH:18]=3)[CH2:13][CH2:12]2)=[O:10])[CH:5]=[N:6][C:7]=1[SH:32]. (8) Given the reactants [CH3:1][O:2][C:3]1([O:31][CH3:32])[CH2:20][CH2:19][C:18]2[C@@H:17]3[C@H:8]([C@H:9]4[C@@:13]([CH2:15][CH2:16]3)([CH3:14])[C@@H:12]([O:21][Si:22]([C:25]([CH3:28])([CH3:27])[CH3:26])([CH3:24])[CH3:23])[CH2:11][CH2:10]4)[C@H:7]([C:29]#[CH:30])[CH2:6][C:5]=2[CH2:4]1.[Li][CH2:34]CCC.IC.O, predict the reaction product. The product is: [CH3:32][O:31][C:3]1([O:2][CH3:1])[CH2:20][CH2:19][C:18]2[C@@H:17]3[C@H:8]([C@H:9]4[C@@:13]([CH2:15][CH2:16]3)([CH3:14])[C@@H:12]([O:21][Si:22]([C:25]([CH3:26])([CH3:27])[CH3:28])([CH3:24])[CH3:23])[CH2:11][CH2:10]4)[C@H:7]([C:29]#[C:30][CH3:34])[CH2:6][C:5]=2[CH2:4]1.